From a dataset of Reaction yield outcomes from USPTO patents with 853,638 reactions. Predict the reaction yield, written as a fraction of the theoretical maximum amount of product (1.0 means a 100% yield; for example, 0.34 means a 34% yield). (1) The reactants are [H-].[Na+].[F:3][C:4]1[CH:9]=[CH:8][CH:7]=[CH:6][C:5]=1[C:10]1[N:14]=[N:13][N:12]([CH3:15])[C:11]=1[CH2:16][OH:17].Cl[C:19]1[CH:24]=[CH:23][C:22]([I:25])=[CH:21][N:20]=1. The catalyst is CN(C=O)C. The product is [F:3][C:4]1[CH:9]=[CH:8][CH:7]=[CH:6][C:5]=1[C:10]1[N:14]=[N:13][N:12]([CH3:15])[C:11]=1[CH2:16][O:17][C:19]1[CH:24]=[CH:23][C:22]([I:25])=[CH:21][N:20]=1. The yield is 0.485. (2) The reactants are [CH3:1][N:2]([CH3:8])[C@H:3]1[CH2:7][CH2:6][NH:5][CH2:4]1.[C:9]([N:12]([CH3:38])[CH2:13][CH2:14][N:15]([CH3:37])[C:16]([C:18]1[O:19][C:20]2[C:26](F)=[C:25]([C:28]3[CH:33]=[CH:32][CH:31]=[CH:30][CH:29]=3)[C:24]([CH3:34])=[C:23]([C:35]#[N:36])[C:21]=2[N:22]=1)=[O:17])(=[O:11])[CH3:10].C(N(CC)CC)C. The catalyst is CS(C)=O. The product is [C:9]([N:12]([CH3:38])[CH2:13][CH2:14][N:15]([CH3:37])[C:16]([C:18]1[O:19][C:20]2[C:26]([N:5]3[CH2:6][CH2:7][C@H:3]([N:2]([CH3:8])[CH3:1])[CH2:4]3)=[C:25]([C:28]3[CH:29]=[CH:30][CH:31]=[CH:32][CH:33]=3)[C:24]([CH3:34])=[C:23]([C:35]#[N:36])[C:21]=2[N:22]=1)=[O:17])(=[O:11])[CH3:10]. The yield is 0.440. (3) The product is [CH3:1][C:2]1([N:14]2[CH2:19][CH2:18][CH:17]([N:20]3[C:24]4[CH:25]=[CH:26][C:27]([CH3:29])=[CH:28][C:23]=4[NH:22][C:21]3=[O:30])[CH2:16][CH2:15]2)[CH2:6][CH2:5][N:4]([C:7]([O:9][CH:10]([CH3:12])[CH3:11])=[O:8])[CH2:3]1. No catalyst specified. The reactants are [CH3:1][C:2]1([N:14]2[CH2:19][CH2:18][CH:17]([N:20]3[C:24]4[CH:25]=[CH:26][C:27]([CH3:29])=[CH:28][C:23]=4[NH:22][C:21]3=[O:30])[CH2:16][CH2:15]2)[CH2:6][CH2:5][N:4]([C:7]([O:9][C:10](C)([CH3:12])[CH3:11])=[O:8])[CH2:3]1.C(Cl)(=O)OC(C)C. The yield is 0.780. (4) The reactants are [C:1](#[N:3])[CH3:2].[OH:4]S(O)(=O)=O.[CH2:9]([N:16]1[CH2:21][CH2:20][C:19]([C:23]2[CH:28]=[CH:27][C:26]([Cl:29])=[CH:25][CH:24]=2)(O)[CH2:18][CH2:17]1)[C:10]1[CH:15]=[CH:14][CH:13]=[CH:12][CH:11]=1. The catalyst is C(O)(=O)C. The product is [CH2:9]([N:16]1[CH2:21][CH2:20][C:19]([NH:3][C:1](=[O:4])[CH3:2])([C:23]2[CH:28]=[CH:27][C:26]([Cl:29])=[CH:25][CH:24]=2)[CH2:18][CH2:17]1)[C:10]1[CH:15]=[CH:14][CH:13]=[CH:12][CH:11]=1. The yield is 0.670. (5) The reactants are [C:1]([O:5][C:6](=[O:21])[C:7]([S:10][C:11]1[CH:12]=[C:13]2[C:17](=[CH:18][CH:19]=1)[CH2:16][CH:15]([NH2:20])[CH2:14]2)([CH3:9])[CH3:8])([CH3:4])([CH3:3])[CH3:2].[C:22](Cl)(=[O:24])[CH3:23]. The catalyst is C(Cl)Cl. The product is [C:1]([O:5][C:6](=[O:21])[C:7]([S:10][C:11]1[CH:12]=[C:13]2[C:17](=[CH:18][CH:19]=1)[CH2:16][CH:15]([NH:20][C:22](=[O:24])[CH3:23])[CH2:14]2)([CH3:9])[CH3:8])([CH3:2])([CH3:3])[CH3:4]. The yield is 0.710. (6) The reactants are [N:1]12[CH2:8][CH2:7][C:4]([C:9]([C:17]3[CH:22]=[CH:21][CH:20]=[CH:19][CH:18]=3)([C:11]3[CH:16]=[CH:15][CH:14]=[CH:13][CH:12]=3)[OH:10])([CH2:5][CH2:6]1)[CH2:3][CH2:2]2.[F:23][C:24]1[CH:25]=[C:26]([O:30][CH2:31][CH2:32][CH2:33][Br:34])[CH:27]=[CH:28][CH:29]=1. The catalyst is CC#N. The product is [Br-:34].[F:23][C:24]1[CH:25]=[C:26]([O:30][CH2:31][CH2:32][CH2:33][N+:1]23[CH2:6][CH2:5][C:4]([C:9]([OH:10])([C:17]4[CH:22]=[CH:21][CH:20]=[CH:19][CH:18]=4)[C:11]4[CH:12]=[CH:13][CH:14]=[CH:15][CH:16]=4)([CH2:3][CH2:2]2)[CH2:7][CH2:8]3)[CH:27]=[CH:28][CH:29]=1. The yield is 0.531. (7) The reactants are Cl.[O:2]1CCO[CH:3]1[CH2:7][CH:8]([C:10]1[N:15]=[CH:14][C:13]([F:16])=[CH:12][N:11]=1)[CH3:9].C(=O)([O-])O.[Na+]. The catalyst is O1CCCC1. The product is [F:16][C:13]1[CH:14]=[N:15][C:10]([CH:8]([CH3:9])[CH2:7][CH:3]=[O:2])=[N:11][CH:12]=1. The yield is 0.350. (8) The reactants are Cl[C:2]1[CH:3]=[N:4][CH:5]=[C:6](Cl)[C:7]=1[NH:8][C:9]([C:11]1[C:19]2[C:18]3[CH:20]=[C:21]([NH:24][C:25](=[O:27])[CH3:26])[CH:22]=[CH:23][C:17]=3[O:16][C:15]=2[C:14]([O:28][CH3:29])=[CH:13][CH:12]=1)=[O:10].[OH-].[NH4+]. The product is [N:4]1[CH:3]=[CH:2][C:7]([NH:8][C:9]([C:11]2[C:19]3[C:18]4[CH:20]=[C:21]([NH:24][C:25](=[O:27])[CH3:26])[CH:22]=[CH:23][C:17]=4[O:16][C:15]=3[C:14]([O:28][CH3:29])=[CH:13][CH:12]=2)=[O:10])=[CH:6][CH:5]=1. The yield is 0.420. The catalyst is C1COCC1.[Pd]. (9) The reactants are [CH:1]1([C:6]([C:8]2[CH:13]=[CH:12][C:11]([O:14][CH2:15][C:16]3[CH:21]=[CH:20][CH:19]=[CH:18][CH:17]=3)=[CH:10][C:9]=2F)=O)[CH2:5][CH2:4][CH2:3][CH2:2]1.O.[NH2:24][NH2:25]. No catalyst specified. The product is [CH2:15]([O:14][C:11]1[CH:10]=[C:9]2[C:8]([C:6]([CH:1]3[CH2:5][CH2:4][CH2:3][CH2:2]3)=[N:24][NH:25]2)=[CH:13][CH:12]=1)[C:16]1[CH:21]=[CH:20][CH:19]=[CH:18][CH:17]=1. The yield is 0.450.